Dataset: Forward reaction prediction with 1.9M reactions from USPTO patents (1976-2016). Task: Predict the product of the given reaction. (1) Given the reactants [CH3:1][O:2][C:3]1[CH:12]=[CH:11][CH:10]=[C:9]2[C:4]=1[C:5](=[O:25])[N:6]([C:17]1[CH:22]=[CH:21][C:20]([O:23][CH3:24])=[CH:19][CH:18]=1)[C:7]([CH:13]([NH:15][CH3:16])[CH3:14])=[N:8]2.[C:26]([C:30]1[CH:35]=[CH:34][C:33]([S:36](Cl)(=[O:38])=[O:37])=[CH:32][CH:31]=1)([CH3:29])([CH3:28])[CH3:27], predict the reaction product. The product is: [C:26]([C:30]1[CH:35]=[CH:34][C:33]([S:36]([N:15]([CH:13]([C:7]2[N:6]([C:17]3[CH:18]=[CH:19][C:20]([O:23][CH3:24])=[CH:21][CH:22]=3)[C:5](=[O:25])[C:4]3[C:9](=[CH:10][CH:11]=[CH:12][C:3]=3[O:2][CH3:1])[N:8]=2)[CH3:14])[CH3:16])(=[O:38])=[O:37])=[CH:32][CH:31]=1)([CH3:29])([CH3:27])[CH3:28]. (2) Given the reactants [C:1]([C:5]1[CH:10]=[CH:9][C:8]([C:11]#[C:12][C:13]2[CH:18]=[CH:17][N:16]=[CH:15][C:14]=2N)=[CH:7][CH:6]=1)([CH3:4])([CH3:3])[CH3:2].[CH3:20][S:21]SC.N(OC(C)(C)C)=O, predict the reaction product. The product is: [C:1]([C:5]1[CH:10]=[CH:9][C:8]([C:11]#[C:12][C:13]2[CH:18]=[CH:17][N:16]=[CH:15][C:14]=2[S:21][CH3:20])=[CH:7][CH:6]=1)([CH3:4])([CH3:3])[CH3:2].